This data is from Reaction yield outcomes from USPTO patents with 853,638 reactions. The task is: Predict the reaction yield, written as a fraction of the theoretical maximum amount of product (1.0 means a 100% yield; for example, 0.34 means a 34% yield). (1) The reactants are S[C:2]1[N:3]([CH3:21])[C:4](=[O:20])[CH:5]=[C:6]([C:8]2[CH:13]=[CH:12][N:11]=[C:10]([C:14]3[CH:19]=[CH:18][CH:17]=[CH:16][CH:15]=3)[N:9]=2)[N:7]=1.P(Cl)(Cl)([Cl:24])=O.O.C(=O)(O)[O-].[Na+]. The catalyst is ClCCCl.CN1CCCC1=O. The product is [Cl:24][C:2]1[N:3]([CH3:21])[C:4](=[O:20])[CH:5]=[C:6]([C:8]2[CH:13]=[CH:12][N:11]=[C:10]([C:14]3[CH:19]=[CH:18][CH:17]=[CH:16][CH:15]=3)[N:9]=2)[N:7]=1. The yield is 0.750. (2) The reactants are [Cl:1][C:2]1[CH:3]=[C:4]([N:9]([C:14]2[C:33]([CH:34]3[CH2:36][CH2:35]3)=[CH:32][C:17]3[C:18]([C:28]([NH:30][CH3:31])=[O:29])=[C:19]([C:21]4[CH:26]=[CH:25][C:24]([F:27])=[CH:23][CH:22]=4)[O:20][C:16]=3[CH:15]=2)[S:10]([CH3:13])(=[O:12])=[O:11])[CH:5]=[CH:6][C:7]=1[OH:8].C(=O)([O-])[O-].[K+].[K+].Br[CH2:44][B:45]1[O:49]C(C)(C)C(C)(C)[O:46]1. The catalyst is CC#N. The product is [Cl:1][C:2]1[CH:3]=[C:4]([N:9]([C:14]2[C:33]([CH:34]3[CH2:36][CH2:35]3)=[CH:32][C:17]3[C:18]([C:28](=[O:29])[NH:30][CH3:31])=[C:19]([C:21]4[CH:22]=[CH:23][C:24]([F:27])=[CH:25][CH:26]=4)[O:20][C:16]=3[CH:15]=2)[S:10]([CH3:13])(=[O:12])=[O:11])[CH:5]=[CH:6][C:7]=1[O:8][CH2:44][B:45]([OH:49])[OH:46]. The yield is 0.600. (3) The reactants are [C:1]([C:5]1[C:6](=[O:16])[C:7](=[O:15])[CH:8]=[C:9]([C:11]([CH3:14])([CH3:13])[CH3:12])[CH:10]=1)([CH3:4])([CH3:3])[CH3:2].[N+:17]([O-])([OH:19])=[O:18].O. The catalyst is C(O)(=O)C. The product is [C:11]([C:9]1[CH:10]=[C:5]([C:1]([CH3:4])([CH3:2])[CH3:3])[C:6](=[O:16])[C:7](=[O:15])[C:8]=1[N+:17]([O-:19])=[O:18])([CH3:14])([CH3:13])[CH3:12]. The yield is 0.240. (4) The reactants are [C:1]1([S:7]([C:10]([CH:19]2[CH2:31][C:22]3[NH:23][C:24]4[CH:25]=[CH:26][C:27]([Cl:30])=[CH:28][C:29]=4[C:21]=3[CH2:20]2)([F:18])[C:11]2[O:15][N:14]=[C:13]([CH2:16][NH2:17])[N:12]=2)(=[O:9])=[O:8])[CH:6]=[CH:5][CH:4]=[CH:3][CH:2]=1.[CH:32]([C:34]1[CH:43]=[CH:42][C:37]([C:38]([O:40][CH3:41])=[O:39])=[CH:36][CH:35]=1)=O.C([BH3-])#N.[Na+]. The catalyst is CO.C(O)(=O)C. The product is [CH3:41][O:40][C:38](=[O:39])[C:37]1[CH:42]=[CH:43][C:34]([CH2:32][NH:17][CH2:16][C:13]2[N:12]=[C:11]([C:10]([S:7]([C:1]3[CH:2]=[CH:3][CH:4]=[CH:5][CH:6]=3)(=[O:9])=[O:8])([CH:19]3[CH2:31][C:22]4[NH:23][C:24]5[CH:25]=[CH:26][C:27]([Cl:30])=[CH:28][C:29]=5[C:21]=4[CH2:20]3)[F:18])[O:15][N:14]=2)=[CH:35][CH:36]=1. The yield is 0.450.